From a dataset of TCR-epitope binding with 47,182 pairs between 192 epitopes and 23,139 TCRs. Binary Classification. Given a T-cell receptor sequence (or CDR3 region) and an epitope sequence, predict whether binding occurs between them. Result: 1 (the TCR binds to the epitope). The TCR CDR3 sequence is CASSPVVPYEQYF. The epitope is KLGGALQAK.